From a dataset of Full USPTO retrosynthesis dataset with 1.9M reactions from patents (1976-2016). Predict the reactants needed to synthesize the given product. Given the product [F:1][C:2]1[CH:10]=[CH:9][C:5]([C:6]([N:17]([O:18][CH3:19])[CH3:16])=[O:7])=[CH:4][CH:3]=1, predict the reactants needed to synthesize it. The reactants are: [F:1][C:2]1[CH:10]=[CH:9][C:5]([C:6](O)=[O:7])=[CH:4][CH:3]=1.S(Cl)(Cl)=O.Cl.[CH3:16][NH:17][O:18][CH3:19].FC1C=CC(C(Cl)=O)=CC=1.